Dataset: Full USPTO retrosynthesis dataset with 1.9M reactions from patents (1976-2016). Task: Predict the reactants needed to synthesize the given product. (1) Given the product [C:32]([CH2:35][CH2:36][C:37]1[CH:60]=[CH:59][C:40]([O:41][C:42]2[CH:43]=[CH:44][C:45]([C:22](=[CH:21][C:16]3[CH:17]=[N:18][CH:19]=[CH:20][CH:15]=3)[C:23]([N:25]([CH3:26])[CH3:27])=[O:24])=[CH:46][CH:47]=2)=[CH:39][CH:38]=1)(=[O:34])[NH2:33], predict the reactants needed to synthesize it. The reactants are: C(CCC1C=CC=CC=1OC1C=CC([C:15]2[CH:20]=[CH:19][N:18]=[CH:17][C:16]=2[CH:21]=[CH:22][C:23]([N:25]([CH3:27])[CH3:26])=[O:24])=CC=1)(=O)N.[C:32]([CH2:35][CH2:36][C:37]1[CH:60]=[CH:59][C:40]([O:41][C:42]2[CH:47]=[CH:46][C:45](C(=CC3C=NC=CC=3)C(O)=O)=[CH:44][CH:43]=2)=[CH:39][CH:38]=1)(=[O:34])[NH2:33].CN(C=O)C.CN([P+](ON1N=NC2C=CC=CC1=2)(N(C)C)N(C)C)C.F[P-](F)(F)(F)(F)F.CNC. (2) Given the product [Cl:28][C:29]1[CH:34]=[CH:33][C:32]([CH:35]([CH2:39][CH:40]2[CH2:44][CH2:43][CH2:42][CH2:41]2)[C:36]([NH:48][C:49]2[CH:54]=[CH:53][CH:52]=[CH:51][N:50]=2)=[O:38])=[CH:31][C:30]=1[N+:45]([O-:47])=[O:46], predict the reactants needed to synthesize it. The reactants are: C1(P(C2C=CC=CC=2)C2C=CC=CC=2)C=CC=CC=1.BrN1C(=O)CCC1=O.[Cl:28][C:29]1[CH:34]=[CH:33][C:32]([CH:35]([CH2:39][CH:40]2[CH2:44][CH2:43][CH2:42][CH2:41]2)[C:36]([OH:38])=O)=[CH:31][C:30]=1[N+:45]([O-:47])=[O:46].[NH2:48][C:49]1[CH:54]=[CH:53][CH:52]=[CH:51][N:50]=1.